Dataset: Full USPTO retrosynthesis dataset with 1.9M reactions from patents (1976-2016). Task: Predict the reactants needed to synthesize the given product. Given the product [CH:17]1([C:14]2[CH:15]=[CH:16][C:11]([C@@H:9]3[CH2:10][C@H:8]3[NH2:7])=[CH:12][CH:13]=2)[CH2:19][CH2:18]1, predict the reactants needed to synthesize it. The reactants are: C(OC(=O)[NH:7][C@@H:8]1[CH2:10][C@H:9]1[C:11]1[CH:16]=[CH:15][C:14]([CH:17]2[CH2:19][CH2:18]2)=[CH:13][CH:12]=1)(C)(C)C.C(O)(C(F)(F)F)=O.